From a dataset of Full USPTO retrosynthesis dataset with 1.9M reactions from patents (1976-2016). Predict the reactants needed to synthesize the given product. (1) Given the product [CH:1]1([CH2:6][C@@H:7]([C:12]([N:14]2[C@H:18]([C:19]([N:21]3[CH2:26][CH2:25][O:24][CH2:23][CH2:22]3)=[O:20])[CH2:17][CH:16]=[N:15]2)=[O:13])[CH2:8][C:9]([NH:35][O:34][CH2:33][C:27]2[CH:32]=[CH:31][CH:30]=[CH:29][CH:28]=2)=[O:10])[CH2:5][CH2:4][CH2:3][CH2:2]1, predict the reactants needed to synthesize it. The reactants are: [CH:1]1([CH2:6][C@@H:7]([C:12]([N:14]2[CH:18]([C:19]([N:21]3[CH2:26][CH2:25][O:24][CH2:23][CH2:22]3)=[O:20])[CH2:17][CH:16]=[N:15]2)=[O:13])[CH2:8][C:9](O)=[O:10])[CH2:5][CH2:4][CH2:3][CH2:2]1.[C:27]1([CH2:33][O:34][NH2:35])[CH:32]=[CH:31][CH:30]=[CH:29][CH:28]=1.CN1CCOCC1.N1C2C(=NC=CC=2)N(O)N=1.Cl.CN(C)CCCN=C=NCC. (2) Given the product [Cl:1][C:2]1[CH:7]=[CH:6][CH:5]=[C:4]([C:10]#[CH:11])[C:3]=1[F:9], predict the reactants needed to synthesize it. The reactants are: [Cl:1][C:2]1[CH:7]=[CH:6][CH:5]=[C:4](I)[C:3]=1[F:9].[C:10]([Si](C)(C)C)#[CH:11].CCCC[N+](CCCC)(CCCC)CCCC.[F-]. (3) Given the product [CH3:16][C:13]([CH3:15])([CH3:14])[CH2:12][O:11][C:9](=[O:10])[C:7]1[CH:8]=[C:3]([C:1]#[N:2])[C:4]([N:18]2[CH2:21][CH:20]([C:22]([NH:56][S:53]([CH2:52][C:46]3[CH:47]=[CH:48][CH:49]=[CH:50][CH:51]=3)(=[O:54])=[O:55])=[O:23])[CH2:19]2)=[N:5][C:6]=1[CH3:17], predict the reactants needed to synthesize it. The reactants are: [C:1]([C:3]1[C:4]([N:18]2[CH2:21][CH:20]([C:22](O)=[O:23])[CH2:19]2)=[N:5][C:6]([CH3:17])=[C:7]([C:9]([O:11][CH2:12][C:13]([CH3:16])([CH3:15])[CH3:14])=[O:10])[CH:8]=1)#[N:2].CCN=C=NCCCN(C)C.C1C=CC2N(O)N=NC=2C=1.[C:46]1([CH2:52][S:53]([NH2:56])(=[O:55])=[O:54])[CH:51]=[CH:50][CH:49]=[CH:48][CH:47]=1.CCN(C(C)C)C(C)C. (4) Given the product [CH:3]1([C:2]2[N:1]=[C:8]([C:10]3[C:14]4[C:15]([CH3:21])([CH3:20])[O:16][C:17]([CH3:19])([CH3:18])[C:13]=4[S:12][C:11]=3[NH:22][C:23](=[O:25])[CH3:24])[O:7][N:6]=2)[CH2:5][CH2:4]1, predict the reactants needed to synthesize it. The reactants are: [NH2:1]/[C:2](=[N:6]\[O:7][C:8]([C:10]1[C:14]2[C:15]([CH3:21])([CH3:20])[O:16][C:17]([CH3:19])([CH3:18])[C:13]=2[S:12][C:11]=1[NH:22][C:23](=[O:25])[CH3:24])=O)/[CH:3]1[CH2:5][CH2:4]1.CCCC[N+](CCCC)(CCCC)CCCC.[F-].C([O-])(O)=O.[Na+].CCOC(C)=O. (5) Given the product [C:21]([C:4]1[CH:3]=[C:2]([C:30]#[N:31])[CH:7]=[CH:6][C:5]=1[N:8]1[CH2:13][CH2:12][N:11]([C:14]([O:16][C:17]([CH3:20])([CH3:19])[CH3:18])=[O:15])[CH2:10][CH2:9]1)([CH3:24])([CH3:23])[CH3:22], predict the reactants needed to synthesize it. The reactants are: Br[C:2]1[CH:7]=[CH:6][C:5]([N:8]2[CH2:13][CH2:12][N:11]([C:14]([O:16][C:17]([CH3:20])([CH3:19])[CH3:18])=[O:15])[CH2:10][CH2:9]2)=[C:4]([C:21]([CH3:24])([CH3:23])[CH3:22])[CH:3]=1.C([O-])(O)=O.[Na+].[CH3:30][N:31](C=O)C.